Task: Predict the product of the given reaction.. Dataset: Forward reaction prediction with 1.9M reactions from USPTO patents (1976-2016) (1) Given the reactants Cl[C:2]1[C:3]([Cl:22])=[CH:4][C:5]2[N:10]3[CH:11]=[N:12][N:13]=[C:9]3[C:8]([N:14]3[CH2:19][CH2:18][N:17]([CH3:20])[CH2:16][CH2:15]3)=[N:7][C:6]=2[N:21]=1.[H-].[Na+].[C:25]([CH2:29][OH:30])([F:28])([F:27])[F:26], predict the reaction product. The product is: [Cl:22][C:3]1[C:2]([O:30][CH2:29][C:25]([F:28])([F:27])[F:26])=[N:21][C:6]2[N:7]=[C:8]([N:14]3[CH2:19][CH2:18][N:17]([CH3:20])[CH2:16][CH2:15]3)[C:9]3[N:10]([CH:11]=[N:12][N:13]=3)[C:5]=2[CH:4]=1. (2) Given the reactants [C:1]([OH:7])(=O)[CH2:2][CH2:3][CH:4]=[CH2:5].C1C=CC2N(O)N=NC=2C=1.C(Cl)CCl.[C:22]1([C@H:28]([CH2:30][OH:31])[NH2:29])[CH:27]=[CH:26][CH:25]=[CH:24][CH:23]=1.CCN(C(C)C)C(C)C, predict the reaction product. The product is: [OH:31][CH2:30][C@H:28]([NH:29][C:1](=[O:7])[CH2:2][CH2:3][CH:4]=[CH2:5])[C:22]1[CH:27]=[CH:26][CH:25]=[CH:24][CH:23]=1. (3) Given the reactants [CH2:1]([O:3][C:4](=[O:21])[CH:5]([C:11]1[CH:16]=[C:15]([Cl:17])[CH:14]=[CH:13][C:12]=1[N+:18]([O-:20])=[O:19])C(OCC)=O)[CH3:2].[Li+].[Cl-].O, predict the reaction product. The product is: [CH2:1]([O:3][C:4](=[O:21])[CH2:5][C:11]1[CH:16]=[C:15]([Cl:17])[CH:14]=[CH:13][C:12]=1[N+:18]([O-:20])=[O:19])[CH3:2]. (4) The product is: [Cl:24][C:25]1[CH:32]=[CH:31][C:28](/[CH:29]=[CH:3]/[C:2](=[O:1])[CH2:10][CH2:11][CH2:12][CH2:13][C:14]2[CH:23]=[CH:22][C:21]3[CH2:20][CH2:19][CH2:18][NH:17][C:16]=3[N:15]=2)=[CH:27][C:26]=1[C:33]([F:34])([F:35])[F:36]. Given the reactants [O:1]=[C:2]([CH2:10][CH2:11][CH2:12][CH2:13][C:14]1[CH:23]=[CH:22][C:21]2[CH2:20][CH2:19][CH2:18][NH:17][C:16]=2[N:15]=1)[CH2:3]P(=O)(OC)OC.[Cl:24][C:25]1[CH:32]=[CH:31][C:28]([CH:29]=O)=[CH:27][C:26]=1[C:33]([F:36])([F:35])[F:34].CC([O-])(C)C.[K+].O, predict the reaction product. (5) Given the reactants [Cl:1][C:2]1[CH:38]=[CH:37][C:5]([CH2:6][C@H:7]([C:15]([N:17]2[CH2:22][CH2:21][CH:20]([N:23]([CH:31]3[CH2:36][CH2:35][CH2:34][CH2:33][CH2:32]3)[C:24]([N:26]([CH2:29][CH3:30])[CH2:27][CH3:28])=[O:25])[CH2:19][CH2:18]2)=[O:16])[NH:8][CH:9]2[CH2:14][CH2:13][O:12][CH2:11][CH2:10]2)=[CH:4][CH:3]=1.Cl, predict the reaction product. The product is: [ClH:1].[Cl:1][C:2]1[CH:38]=[CH:37][C:5]([CH2:6][C@H:7]([C:15]([N:17]2[CH2:18][CH2:19][CH:20]([N:23]([CH:31]3[CH2:32][CH2:33][CH2:34][CH2:35][CH2:36]3)[C:24]([N:26]([CH2:27][CH3:28])[CH2:29][CH3:30])=[O:25])[CH2:21][CH2:22]2)=[O:16])[NH:8][CH:9]2[CH2:14][CH2:13][O:12][CH2:11][CH2:10]2)=[CH:4][CH:3]=1. (6) Given the reactants [N:1]1([CH2:6][CH2:7][CH2:8][O:9][C:10]2[CH:15]=[CH:14][C:13]([C:16]3([C:22]([OH:24])=O)[CH2:21][CH2:20][CH2:19][CH2:18][CH2:17]3)=[CH:12][CH:11]=2)[CH2:5][CH2:4][CH2:3][CH2:2]1.[CH3:25][N:26]1[CH2:31][CH2:30][NH:29][CH2:28][CH2:27]1, predict the reaction product. The product is: [CH3:25][N:26]1[CH2:31][CH2:30][N:29]([C:22]([C:16]2([C:13]3[CH:14]=[CH:15][C:10]([O:9][CH2:8][CH2:7][CH2:6][N:1]4[CH2:5][CH2:4][CH2:3][CH2:2]4)=[CH:11][CH:12]=3)[CH2:17][CH2:18][CH2:19][CH2:20][CH2:21]2)=[O:24])[CH2:28][CH2:27]1.